This data is from Reaction yield outcomes from USPTO patents with 853,638 reactions. The task is: Predict the reaction yield, written as a fraction of the theoretical maximum amount of product (1.0 means a 100% yield; for example, 0.34 means a 34% yield). (1) The reactants are [Cl:1][C:2]1[N:7]=[C:6]([C:8]([O:10][C:11]([CH3:14])([CH3:13])[CH3:12])=[O:9])[CH:5]=[C:4](Cl)[N:3]=1.Cl.[NH2:17][C@@H:18]([CH3:23])[C:19]([O:21][CH3:22])=[O:20].CCN(C(C)C)C(C)C. The catalyst is C(#N)C. The product is [Cl:1][C:2]1[N:7]=[C:6]([C:8]([O:10][C:11]([CH3:14])([CH3:13])[CH3:12])=[O:9])[CH:5]=[C:4]([NH:17][C@@H:18]([CH3:23])[C:19]([O:21][CH3:22])=[O:20])[N:3]=1. The yield is 0.890. (2) The reactants are [N:1]1([C@@H:7]2[CH2:11][CH2:10][C:9]([C:12]#[N:13])=[CH:8]2)[CH2:6][CH2:5][NH:4][CH2:3][CH2:2]1.C1(P(C2C=CC=CC=2)C2C3OC4C(=CC=CC=4P(C4C=CC=CC=4)C4C=CC=CC=4)C(C)(C)C=3C=CC=2)C=CC=CC=1.C(=O)([O-])[O-].[Cs+].[Cs+].Br[C:63]1[CH:72]=[CH:71][C:66]([C:67]([NH:69][CH3:70])=[O:68])=[C:65]([F:73])[CH:64]=1. The catalyst is C1(C)C=CC=CC=1.C([O-])(=O)C.[Pd+2].C([O-])(=O)C. The product is [C:12]([C:9]1[CH2:10][CH2:11][C@@H:7]([N:1]2[CH2:6][CH2:5][N:4]([C:63]3[CH:72]=[CH:71][C:66]([C:67]([NH:69][CH3:70])=[O:68])=[C:65]([F:73])[CH:64]=3)[CH2:3][CH2:2]2)[CH:8]=1)#[N:13]. The yield is 0.291. (3) The reactants are C=O.[CH2:3]([OH:5])[CH3:4].OC[CH2:8][NH:9][CH2:10][C:11]([NH:13][C:14]1[CH:23]=[C:22]2[C:17]([CH:18]=[C:19]([C:25]3[CH:30]=[CH:29][CH:28]=[CH:27][C:26]=3[C:31]([F:34])([F:33])[F:32])[NH:20][C:21]2=[O:24])=[CH:16][CH:15]=1)=[O:12]. The catalyst is O. The product is [OH:5][CH2:3][CH2:4][N:9]1[CH2:10][C:11](=[O:12])[N:13]([C:14]2[CH:23]=[C:22]3[C:17]([CH:18]=[C:19]([C:25]4[CH:30]=[CH:29][CH:28]=[CH:27][C:26]=4[C:31]([F:34])([F:33])[F:32])[NH:20][C:21]3=[O:24])=[CH:16][CH:15]=2)[CH2:8]1. The yield is 0.270. (4) The reactants are C([O:4][CH2:5][C:6]([CH3:51])([CH3:50])[CH2:7][N:8]1[C:14]2[CH:15]=[CH:16][C:17]([Cl:19])=[CH:18][C:13]=2[C@@H:12]([C:20]2[CH:25]=[CH:24][CH:23]=[C:22]([O:26][CH3:27])[C:21]=2[O:28][CH3:29])[O:11][C@H:10]([CH2:30][C:31]([NH:33][C:34]2[CH:39]=[CH:38][C:37]([CH2:40][CH2:41][C:42]([O:44]CC)=[O:43])=[CH:36][C:35]=2[O:47][CH3:48])=[O:32])[C:9]1=[O:49])(=O)C.[OH-].[Na+].C(O)C. The catalyst is O. The product is [Cl:19][C:17]1[CH:16]=[CH:15][C:14]2[N:8]([CH2:7][C:6]([CH3:50])([CH3:51])[CH2:5][OH:4])[C:9](=[O:49])[C@@H:10]([CH2:30][C:31]([NH:33][C:34]3[CH:39]=[CH:38][C:37]([CH2:40][CH2:41][C:42]([OH:44])=[O:43])=[CH:36][C:35]=3[O:47][CH3:48])=[O:32])[O:11][C@H:12]([C:20]3[CH:25]=[CH:24][CH:23]=[C:22]([O:26][CH3:27])[C:21]=3[O:28][CH3:29])[C:13]=2[CH:18]=1. The yield is 0.790.